Dataset: Full USPTO retrosynthesis dataset with 1.9M reactions from patents (1976-2016). Task: Predict the reactants needed to synthesize the given product. (1) Given the product [CH2:1]([O:3][C:4]1[C@@:9]([CH2:14][CH:15]([CH2:17][OH:18])[OH:16])([C@H:10]([CH2:12][OH:13])[OH:11])[O:8][C:6](=[O:7])[C:5]=1[O:19][CH2:25][CH2:26][CH2:27][CH3:28])[CH3:2], predict the reactants needed to synthesize it. The reactants are: [CH2:1]([O:3][C:4]1[C@@:9]([CH2:14][CH:15]([CH2:17][OH:18])[OH:16])([C@H:10]([CH2:12][OH:13])[OH:11])[O:8][C:6](=[O:7])[C:5]=1[OH:19])[CH3:2].C(=O)([O-])O.[Na+].[CH2:25](Br)[C:26]1C=CC=[CH:28][CH:27]=1. (2) Given the product [ClH:2].[F:5][C:6]1[CH:15]=[C:14]2[C:9]([N:10]=[CH:11][C:12](=[O:36])[N:13]2[CH2:16][CH2:17][N:18]2[CH2:23][CH2:22][CH:21]([NH:24][CH2:25][C:26]3[CH:35]=[CH:34][C:33]4[C:28](=[CH:29][CH:30]=[CH:31][CH:32]=4)[CH:27]=3)[CH2:20][CH2:19]2)=[CH:8][CH:7]=1, predict the reactants needed to synthesize it. The reactants are: C(Cl)(Cl)[Cl:2].[F:5][C:6]1[CH:15]=[C:14]2[C:9]([N:10]=[CH:11][C:12](=[O:36])[N:13]2[CH2:16][CH2:17][N:18]2[CH2:23][CH2:22][CH:21]([NH:24][CH2:25][C:26]3[CH:35]=[CH:34][C:33]4[C:28](=[CH:29][CH:30]=[CH:31][CH:32]=4)[CH:27]=3)[CH2:20][CH2:19]2)=[CH:8][CH:7]=1.Cl.C(OCC)(=O)C. (3) Given the product [CH2:2]1[O:1][C@:9]([OH:10])([CH2:11][NH2:14])[C@@H:7]([OH:8])[C@H:5]([OH:6])[C@@H:3]1[OH:4], predict the reactants needed to synthesize it. The reactants are: [O:1]=[CH:2][C@@H:3]([C@H:5]([C@@H:7]([C@@H:9]([CH2:11]O)[OH:10])[OH:8])[OH:6])[OH:4].C[NH:14]CC1C=CC=CC=1.C(O)(=O)C.CC(C)=O. (4) Given the product [O:1]1[C:10]2[C:5](=[CH:6][CH:7]=[CH:8][CH:9]=2)[C:4](=[N:20][OH:21])[CH2:3][CH2:2]1, predict the reactants needed to synthesize it. The reactants are: [O:1]1[C:10]2[C:5](=[CH:6][CH:7]=[CH:8][CH:9]=2)[C:4](=O)[CH2:3][CH2:2]1.C(N(CC)CC)C.Cl.[NH2:20][OH:21]. (5) Given the product [I:1]/[CH:2]=[CH:3]/[C:4]1[CH:9]=[CH:8][C:7]([O:10][CH2:13][CH2:14][N:15]2[CH2:20][CH2:19][O:18][CH2:17][CH2:16]2)=[CH:6][CH:5]=1, predict the reactants needed to synthesize it. The reactants are: [I:1]/[CH:2]=[CH:3]/[C:4]1[CH:9]=[CH:8][C:7]([OH:10])=[CH:6][CH:5]=1.Cl.Cl[CH2:13][CH2:14][N:15]1[CH2:20][CH2:19][O:18][CH2:17][CH2:16]1. (6) Given the product [CH3:1][CH:2]1[CH2:7][CH2:6][CH2:5][CH2:4]/[C:3]/1=[N:16]/[C@H:14]([C:8]1[CH:13]=[CH:12][CH:11]=[CH:10][CH:9]=1)[CH3:15], predict the reactants needed to synthesize it. The reactants are: [CH3:1][CH:2]1[CH2:7][CH2:6][CH2:5][CH2:4][CH2:3]1.[C:8]1([C@@H:14]([NH2:16])[CH3:15])[CH:13]=[CH:12][CH:11]=[CH:10][CH:9]=1. (7) Given the product [C:32]([O:31][C:29]([NH:28][C@H:27]([C:36]([O:38][CH3:39])=[O:37])[CH2:26][C:25]1[CH:24]=[CH:23][C:22]([CH:3]=[CH:2][CH2:1][C:4]2[CH:5]=[CH:6][C:7]3[O:8][CH2:9][CH2:10][NH:11][C:12]=3[N:13]=2)=[CH:41][CH:40]=1)=[O:30])([CH3:34])([CH3:35])[CH3:33], predict the reactants needed to synthesize it. The reactants are: [CH2:1]([C:4]1[CH:5]=[CH:6][C:7]2[O:8][CH2:9][CH2:10][N:11](C(OC(C)(C)C)=O)[C:12]=2[N:13]=1)[CH:2]=[CH2:3].Br[C:22]1[CH:41]=[CH:40][C:25]([CH2:26][C@@H:27]([C:36]([O:38][CH3:39])=[O:37])[NH:28][C:29]([O:31][C:32]([CH3:35])([CH3:34])[CH3:33])=[O:30])=[CH:24][CH:23]=1.CC1C(P(C2C(C)=CC=CC=2)C2C(C)=CC=CC=2)=CC=CC=1.CCN(C(C)C)C(C)C. (8) Given the product [CH3:1][C:2]1[C:3]([C:12]2[CH:13]=[N:14][CH:15]=[CH:16][CH:17]=2)=[N:4][N:5]2[CH2:10][CH2:9][C:8](=[O:11])[N:7]([CH3:21])[C:6]=12, predict the reactants needed to synthesize it. The reactants are: [CH3:1][C:2]1[C:3]([C:12]2[CH:13]=[N:14][CH:15]=[CH:16][CH:17]=2)=[N:4][N:5]2[CH2:10][CH2:9][C:8](=[O:11])[NH:7][C:6]=12.[H-].[Na+].I[CH3:21]. (9) Given the product [Cl:1][C:2]1[CH:10]=[CH:9][C:8]2[N:7](/[CH:11]=[CH:12]/[C:14]3[CH:19]=[CH:18][C:17]([O:20][CH3:21])=[C:16]([O:22][CH3:23])[CH:15]=3)[C:6]3[CH2:24][CH2:25][N:26]([CH3:29])[CH2:27][CH2:28][C:5]=3[C:4]=2[CH:3]=1, predict the reactants needed to synthesize it. The reactants are: [Cl:1][C:2]1[CH:10]=[CH:9][C:8]2[N:7]([CH2:11][CH:12]([C:14]3[CH:19]=[CH:18][C:17]([O:20][CH3:21])=[C:16]([O:22][CH3:23])[CH:15]=3)O)[C:6]3[CH2:24][CH2:25][N:26]([CH3:29])[CH2:27][CH2:28][C:5]=3[C:4]=2[CH:3]=1.C(N(CC)CC)C.CS(Cl)(=O)=O.[OH-].[K+].